This data is from Catalyst prediction with 721,799 reactions and 888 catalyst types from USPTO. The task is: Predict which catalyst facilitates the given reaction. (1) Reactant: Br[C:2]1[CH:3]=[C:4]([CH:9]=[C:10]([CH2:12][CH3:13])[CH:11]=1)[C:5]([O:7][CH3:8])=[O:6].[Cu](C#N)[C:15]#[N:16]. Product: [C:15]([C:2]1[CH:3]=[C:4]([CH:9]=[C:10]([CH2:12][CH3:13])[CH:11]=1)[C:5]([O:7][CH3:8])=[O:6])#[N:16]. The catalyst class is: 3. (2) Reactant: Cl[C:2]1[N:7]=[C:6]([NH:8][C:9]2[CH:14]=[CH:13][CH:12]=[C:11]([N+:15]([O-:17])=[O:16])[CH:10]=2)[C:5](F)=[CH:4][N:3]=1.COCCOCOC1C=CC([NH2:30])=CC=1.C(O)(=O)C.CCCCCC.C(OCC)(=O)C. Product: [N+:15]([C:11]1[CH:10]=[C:9]([NH:8][C:6]2[CH:5]=[CH:4][N:3]=[C:2]([NH2:30])[N:7]=2)[CH:14]=[CH:13][CH:12]=1)([O-:17])=[O:16]. The catalyst class is: 8. (3) Reactant: Cl[C:2]1[CH:15]=[CH:14][C:13]2[C:4](=[C:5]3[C:10](=[CH:11][CH:12]=2)[CH:9]=[CH:8][C:7]([Cl:16])=[N:6]3)[N:3]=1.[CH2:17]([O:20]/[N:21]=[C:22](/[C:24]1[CH:29]=[CH:28][CH:27]=[C:26]([CH3:30])[N:25]=1)\[CH3:23])[C:18]#[CH:19].C(NC(C)C)(C)C.O. Product: [Cl:16][C:7]1[CH:8]=[CH:9][C:10]2[C:5]([N:6]=1)=[C:4]1[C:13]([CH:14]=[CH:15][C:2]([C:19]#[C:18][CH2:17][O:20][N:21]=[C:22]([C:24]3[CH:29]=[CH:28][CH:27]=[C:26]([CH3:30])[N:25]=3)[CH3:23])=[N:3]1)=[CH:12][CH:11]=2. The catalyst class is: 540. (4) Reactant: [C:1]([C:5]1[CH:6]=[C:7]([CH:34]=[C:35]([C:37]([CH3:40])([CH3:39])[CH3:38])[CH:36]=1)[CH2:8][S:9][C:10]1[CH:11]=[C:12]([CH:15]=[C:16]([S:18][CH2:19][C:20]2[CH:25]=[C:24]([C:26]([CH3:29])([CH3:28])[CH3:27])[CH:23]=[C:22]([C:30]([CH3:33])([CH3:32])[CH3:31])[CH:21]=2)[CH:17]=1)[CH2:13]O)([CH3:4])([CH3:3])[CH3:2].C(Br)(Br)(Br)[Br:42].C1(P(C2C=CC=CC=2)C2C=CC=CC=2)C=CC=CC=1. Product: [C:1]([C:5]1[CH:6]=[C:7]([CH:34]=[C:35]([C:37]([CH3:40])([CH3:39])[CH3:38])[CH:36]=1)[CH2:8][S:9][C:10]1[CH:11]=[C:12]([CH:15]=[C:16]([S:18][CH2:19][C:20]2[CH:25]=[C:24]([C:26]([CH3:29])([CH3:28])[CH3:27])[CH:23]=[C:22]([C:30]([CH3:33])([CH3:32])[CH3:31])[CH:21]=2)[CH:17]=1)[CH2:13][Br:42])([CH3:4])([CH3:3])[CH3:2]. The catalyst class is: 7. (5) Reactant: [Cl:1][C:2]1[C:7]([Cl:8])=[C:6]([C:9]2[S:13][C:12]([C:14]#[N:15])=[N:11][C:10]=2[C:16]([N:18]2[CH2:23][CH2:22][CH:21]([F:24])[CH2:20][CH2:19]2)=[O:17])[CH:5]=[CH:4][C:3]=1[S:25]([NH:28][C@@H:29]([CH3:34])[C:30]([F:33])([F:32])[F:31])(=[O:27])=[O:26].[NH2:35][OH:36].Cl. Product: [Cl:8][C:7]1[C:2]([Cl:1])=[C:3]([S:25](=[O:27])(=[O:26])[NH:28][C@@H:29]([CH3:34])[C:30]([F:32])([F:31])[F:33])[CH:4]=[CH:5][C:6]=1[C:9]1[S:13][C:12]([C:14](=[N:35][OH:36])[NH2:15])=[N:11][C:10]=1[C:16]([N:18]1[CH2:19][CH2:20][CH:21]([F:24])[CH2:22][CH2:23]1)=[O:17]. The catalyst class is: 5. (6) Reactant: [CH3:1][C:2]1([CH3:18])[C:6]([CH3:8])([CH3:7])[O:5][B:4]([C:9]2[CH:17]=[CH:16][C:12]([C:13]([OH:15])=O)=[CH:11][CH:10]=2)[O:3]1.Br.[NH2:20][CH2:21][CH2:22][C:23]1[CH:28]=[CH:27][NH:26][C:25](=[O:29])[CH:24]=1.CN(C(ON1N=NC2C=CC=NC1=2)=[N+](C)C)C.F[P-](F)(F)(F)(F)F.CCN(C(C)C)C(C)C. Product: [O:29]=[C:25]1[CH:24]=[C:23]([CH2:22][CH2:21][NH:20][C:13](=[O:15])[C:12]2[CH:11]=[CH:10][C:9]([B:4]3[O:5][C:6]([CH3:7])([CH3:8])[C:2]([CH3:1])([CH3:18])[O:3]3)=[CH:17][CH:16]=2)[CH:28]=[CH:27][NH:26]1. The catalyst class is: 2.